This data is from Blood-brain barrier permeability classification from the B3DB database. The task is: Regression/Classification. Given a drug SMILES string, predict its absorption, distribution, metabolism, or excretion properties. Task type varies by dataset: regression for continuous measurements (e.g., permeability, clearance, half-life) or binary classification for categorical outcomes (e.g., BBB penetration, CYP inhibition). Dataset: b3db_classification. The molecule is NC(=NCCCCCCN=C(N)N=C(N)Nc1ccc(Cl)cc1)N=C(N)Nc1ccc(Cl)cc1. The result is 0 (does not penetrate BBB).